Dataset: Reaction yield outcomes from USPTO patents with 853,638 reactions. Task: Predict the reaction yield, written as a fraction of the theoretical maximum amount of product (1.0 means a 100% yield; for example, 0.34 means a 34% yield). (1) The reactants are [OH:1][CH2:2][CH2:3][N:4]1[CH:12]=[N:11][C:10]2[C:5]1=[N:6][CH:7]=[N:8][C:9]=2[NH2:13].CC(C)[O-].[Mg+2].CC(C)[O-].CC(C)([O-])C.[Mg+2].CC(C)([O-])C.C1(C)C=CC(S(O[CH2:44][P:45](=[O:52])([O:49]CC)[O:46]CC)(=O)=O)=CC=1.Br[Si](C)(C)C. The catalyst is CN(C=O)C.O. The product is [P:45]([CH2:44][O:1][CH2:2][CH2:3][N:4]1[CH:12]=[N:11][C:10]2[C:5]1=[N:6][CH:7]=[N:8][C:9]=2[NH2:13])([OH:52])([OH:49])=[O:46]. The yield is 0.654. (2) The reactants are C[O:2][C:3](=[O:25])[C:4]1[C:5](=[C:10]([NH:14][C:15]2[CH:20]=[CH:19][C:18]([O:21][CH3:22])=[C:17]([O:23][CH3:24])[CH:16]=2)[CH:11]=[CH:12][CH:13]=1)[C:6]([O:8]C)=[O:7].[OH-].[Na+]. The catalyst is C(O)C. The product is [CH3:24][O:23][C:17]1[CH:16]=[C:15]([NH:14][C:10]2[CH:11]=[CH:12][CH:13]=[C:4]([C:3]([OH:25])=[O:2])[C:5]=2[C:6]([OH:8])=[O:7])[CH:20]=[CH:19][C:18]=1[O:21][CH3:22]. The yield is 0.810. (3) The reactants are Br[C:2]1[CH:7]=[CH:6][C:5](/[CH:8]=[CH:9]/[C:10]2[NH:11][CH:12]=[C:13]([C:15]3[CH:20]=[CH:19][C:18]([Cl:21])=[CH:17][C:16]=3[Cl:22])[N:14]=2)=[CH:4][CH:3]=1.[CH3:23][O:24][C:25]1[CH:30]=[CH:29][CH:28]=[CH:27][C:26]=1B(O)O. No catalyst specified. The product is [Cl:22][C:16]1[CH:17]=[C:18]([Cl:21])[CH:19]=[CH:20][C:15]=1[C:13]1[N:14]=[C:10](/[CH:9]=[CH:8]/[C:5]2[CH:6]=[CH:7][C:2]([C:26]3[CH:27]=[CH:28][CH:29]=[CH:30][C:25]=3[O:24][CH3:23])=[CH:3][CH:4]=2)[NH:11][CH:12]=1. The yield is 0.570. (4) The reactants are [CH2:1]([O:3][C:4](=[O:33])[CH2:5][N:6]([C:8](=[O:32])[C@@H:9]([NH:24][C:25]([O:27][C:28]([CH3:31])([CH3:30])[CH3:29])=[O:26])[CH2:10][NH:11][S:12]([C:15]1[CH:20]=[CH:19][CH:18]=[CH:17][C:16]=1[N+:21]([O-:23])=[O:22])(=[O:14])=[O:13])[CH3:7])[CH3:2].[C:34]([O-])([O-])=O.[K+].[K+].CI. The catalyst is CN(C=O)C. The product is [CH2:1]([O:3][C:4](=[O:33])[CH2:5][N:6]([C:8](=[O:32])[C@@H:9]([NH:24][C:25]([O:27][C:28]([CH3:29])([CH3:31])[CH3:30])=[O:26])[CH2:10][N:11]([CH3:34])[S:12]([C:15]1[CH:20]=[CH:19][CH:18]=[CH:17][C:16]=1[N+:21]([O-:23])=[O:22])(=[O:14])=[O:13])[CH3:7])[CH3:2]. The yield is 0.980.